This data is from HIV replication inhibition screening data with 41,000+ compounds from the AIDS Antiviral Screen. The task is: Binary Classification. Given a drug SMILES string, predict its activity (active/inactive) in a high-throughput screening assay against a specified biological target. (1) The drug is S=C1CCCCCN1. The result is 0 (inactive). (2) The molecule is Cc1ccc(C2(c3ccc(Cl)cc3)c3ccccc3C3=NCCN32)cc1. The result is 0 (inactive). (3) The result is 0 (inactive). The compound is O=C(CN1CCCCC1)Nc1ccc2c(c1)C1Oc3ccccc3CC1CO2. (4) The molecule is Cc1cc(C2(O)C=C(C(C)(C)C)C(=O)C(C(C)(C)C)=C2)c(C)cc1C1(O)C=C(C(C)(C)C)C(=O)C(C(C)(C)C)=C1. The result is 0 (inactive). (5) The drug is CC(=O)OCC1OC(n2c(-c3ccccc3)cc(-c3ccco3)c(C#N)c2=O)C(OC(C)=O)C(OC(C)=O)C1OC(C)=O. The result is 0 (inactive). (6) The drug is Oc1on[n+]2c1Cc1ccccc1C2. The result is 0 (inactive). (7) The molecule is COc1ccccc1C=C1C(=O)NC(=O)NC1=O. The result is 0 (inactive).